The task is: Binary Classification. Given a miRNA mature sequence and a target amino acid sequence, predict their likelihood of interaction.. This data is from Experimentally validated miRNA-target interactions with 360,000+ pairs, plus equal number of negative samples. (1) The miRNA is hsa-miR-6893-5p with sequence CAGGCAGGUGUAGGGUGGAGC. The protein sequence of the target gene is MADDPSAADRNVEIWKIKKLIKSLEAARGNGTSMISLIIPPKDQISRVAKMLADEFGTASNIKSRVNRLSVLGAITSVQQRLKLYNKVPPNGLVVYCGTIVTEEGKEKKVNIDFEPFKPINTSLYLCDNKFHTEALTALLSDDSKFGFIVIDGSGALFGTLQGNTREVLHKFTVDLPKKHGRGGQSALRFARLRMEKRHNYVRKVAETAVQLFISGDKVNVAGLVLAGSADFKTELSQSDMFDQRLQSKVLKLVDISYGGENGFNQAIELSTEVLSNVKFIQEKKLIGRYFDEISQDTGK.... Result: 1 (interaction). (2) The miRNA is cel-miR-1819-3p with sequence UGGAAUGAUUGAGCUUGAUGGA. The protein sequence of the target gene is MSVLGEYERHCDSINSDFGSESGGGGDSGPGPSAVPGPRAGGGAAEQEELHYIPIRVLGRGAFGEATLYRRTEDDSLVVWKEVDLTRLSEKERRDALNEIVILALLQHDNIIAYYNHFMDNTTLLIELEYCNGGNLYDKILRQKDKLFEEEMVVWYLFQIVSAVSCIHKAGILHRDIKTLNIFLTKANLIKLGDYGLAKKLNSEYSMAETLVGTPYYMSPELCQGVKYNFKSDIWAVGCVIFELLTLKRTFDATNPLNLCVKIVQGIRAMEVDSSQYSLELIQLVHACLDQDPEQRPAAD.... Result: 0 (no interaction). (3) The miRNA is hsa-miR-564 with sequence AGGCACGGUGUCAGCAGGC. The protein sequence of the target gene is MFDTTPHSGRSSPSSSPSLRKRLQLLPPIRPPPASEPEPGTMVEKGSDSSSEKSGVSGTLSTQSLGSRNFIRNSKKMQSWYSMLCPTYKQRNEDFRKLFSKLPEAERLIVDYSCALQREILLQGRLYLSENWICFYSNIFRWETTISIQLKEVTCLKKEKTAKLIPNAIQICTESEKHFFTSFGARDRCFLLIFRLWQNALLEKTLSPRELWHLVHQCYGSELGLTSEDEDYVCPLQLNGLGSPKEVGDVIALSDISPSGAADHSQEPSPVGSRRGRVTPNLSRASSDADHGAEEDKEEQ.... Result: 0 (no interaction). (4) Result: 1 (interaction). The miRNA is hsa-miR-548x-3p with sequence UAAAAACUGCAAUUACUUUC. The protein sequence of the target gene is MAASCLVLLALCLLLPLLLLGGWKRWRRGRAARHVVAVVLGDVGRSPRMQYHALSLAMHGFSVTLLGFCNSKPHDELLQNNRIQIVGLTELQSLAVGPRVFQYGVKVVLQAMYLLWKLMWREPGAYIFLQNPPGLPSIAVCWFVGCLCGSKLVIDWHNYGYSIMGLVHGPNHPLVLLAKWYEKFFGRLSHLNLCVTNAMREDLADNWHIRAVTVYDKPASFFKETPLDLQHRLFMKLGSMHSPFRARSEPEDPVTERSAFTERDAGSGLVTRLRERPALLVSSTSWTEDEDFSILLAALE.... (5) The miRNA is hsa-miR-20a-5p with sequence UAAAGUGCUUAUAGUGCAGGUAG. The protein sequence of the target gene is MAAKMEITLSSNTEASSKQERHIIAKLEEKRGPPLQKNCPDPELCRQSFRRFCYQEVSGPQEALSQLRQLCRQWLQPELHTKEQILELLVMEQFLTILPPEIQARVRHRCPMSSKEIVTLVEDFHRASKKPKQWVAVCMQGQKVLLEKTGSQLGEQELPDFQPQTPRRDLRESSPAEPSQAGAYDRLSPHHWEKSPLLQEPTPKLAGTEAPRMRSDNKENPQQEGAKGAKPCAVSAGRSKGNGLQNPEPRGANMSEPRLSRRQVSSPNAQKPFAHYQRHCRVEYISSPLKSHPLRELKKS.... Result: 1 (interaction). (6) The miRNA is hsa-miR-6894-5p with sequence AGGAGGAUGGAGAGCUGGGCCAGA. The protein sequence of the target gene is MGKLRRRYNIKGRQQAGPGPSKGPPEPPPVQLELEDKDTLKGVDASNALVLPGKKKKKTKAPPLSKKEKKPLTKKEKKVLQKILEQKEKKSQRAEMLQKLSEVQASEAEMRLFYTTSKLGTGNRMYHTKEKADEVVAPGQEKISSLSGAHRKRRRWPSAEEEEEEEEESESELEEESELDEDPAAEPAEAGVGTTVAPLPPAPAPSSQPVPAGMTVPPPPAAAPPLPRALAKPAVFIPVNRSPEMQEERLKLPILSEEQVIMEAVAEHPIVIVCGETGSGKTTQVPQFLYEAGFSSEDSI.... Result: 0 (no interaction). (7) The miRNA is hsa-miR-3185 with sequence AGAAGAAGGCGGUCGGUCUGCGG. The protein sequence of the target gene is MEPGGDHRSRSSGGRGGPGPAVASARGRRLPPAGSSGSAEPEEDEGGQDLQLEGGALGSWGSAPLPSSRARGPASSGRKYSDHCEARASRPGKSRIPGRDHRRYYHDHWRLEYLMDFNPARHGMVCMVCGSSLATLKLSTIKRHIRQKHPYSLHWSPREKEVISNSWDAHLGLGACGEAEGLGVQGAEEEEEEEEEEEEEGAGVPACPPKGPGKAPAGGGCRRQRRGGPVAPRARRLRLSASRRAGGSRGLGARRLERRLKESLQNWFRAECLMDYDPRGNRLVCMACGRALPSLHLDDI.... Result: 0 (no interaction). (8) The miRNA is hsa-miR-4536-5p with sequence UGUGGUAGAUAUAUGCACGAU. The protein sequence of the target gene is MAPEINLPGPMSLIDNTKGQLVVNPEALKILSAITQPVVVVAIVGLYRTGKSYLMNKLAGKKNGFSLGSTVKSHTKGIWMWCVPHPKKPEHTLVLLDTEGLGDIEKGDNENDSWIFALAILLSSTFVYNSMGTINQQAMDQLHYVTELTDRIKANSSPGNNSVDDSADFVSFFPAFVWTLRDFTLELEVDGEPITADDYLELSLKLRKGTDKKSKSFNDPRLCIRKFFPKRKCFVFDWPAPKKYLAHLEQLKEEELNPDFIEQVAEFCSYILSHSNVKTLSGGIPVNGPRLESLVLTYVN.... Result: 0 (no interaction). (9) The miRNA is hsa-miR-548ac with sequence CAAAAACCGGCAAUUACUUUUG. The protein sequence of the target gene is MMCEVMPTINEDTPMSQRGSQSSGSDSDSHFEQLMVNMLDERDRLLDTLRETQESLSLAQQRLQDVIYDRDSLQRQLNSALPQDIESLTGGLTGSKGADPPEFAALTKELNACREQLLEKEEEISELKAERNNTRLLLEHLECLVSRHERSLRMTVVKRQAQSPSGVSSEVEVLKALKSLFEHHKALDEKVRERLRVSLERVSALEEELAAANQEIVALREQNVHIQRKMVSSEGSTESEHLEGMEAGQKVHEKRLSNGSIDSTDDTSQIVELQELLEKQNYEMAQMKERLTALSSRVGE.... Result: 0 (no interaction). (10) The miRNA is mmu-miR-190b-5p with sequence UGAUAUGUUUGAUAUUGGGUUG. The protein sequence of the target gene is MGENDPPAAEAPFSFRSLFGLDDLKISPVAPDGDAVAAQILSLLPLKFFPIIVIGIIALILALAIGLGIHFDCSGKYRCHSSFKCIELTARCDGVSDCKNAEDEYRCVRVSGQRAALQVFTAAAWRTMCSDDWKSHYAKIACAQLGFPSYVSSDHLRVDALEEQFQGDFVSINHLLSDDKVTALHHSVYMREGCTSGHVVTLKCSACGTRTGYSPRIVGGNMSSLTQWPWQVSLQFQGYHLCGGSIITPLWIVTAAHCVYDLYHPKSWTVQVGLVSLMDSPVPSHLVEKIIYHSKYKPKR.... Result: 1 (interaction).